This data is from Catalyst prediction with 721,799 reactions and 888 catalyst types from USPTO. The task is: Predict which catalyst facilitates the given reaction. Reactant: [Cl:1][C:2]1[CH:7]=[CH:6][C:5](F)=[C:4]([N+:9]([O-:11])=[O:10])[CH:3]=1.C([O-])([O-])=O.[K+].[K+].[CH3:18][NH:19][C:20]1[CH:25]=[CH:24][CH:23]=[CH:22][CH:21]=1. Product: [Cl:1][C:2]1[CH:7]=[CH:6][C:5]([N:19]([CH3:18])[C:20]2[CH:25]=[CH:24][CH:23]=[CH:22][CH:21]=2)=[C:4]([N+:9]([O-:11])=[O:10])[CH:3]=1. The catalyst class is: 2.